This data is from Reaction yield outcomes from USPTO patents with 853,638 reactions. The task is: Predict the reaction yield, written as a fraction of the theoretical maximum amount of product (1.0 means a 100% yield; for example, 0.34 means a 34% yield). (1) The reactants are [CH2:1]([O:3][C:4]1[CH:9]=[CH:8][C:7]([S:10]([N:13]2[CH2:18][CH2:17][N:16]([CH2:19][CH2:20][OH:21])[CH2:15][CH2:14]2)(=[O:12])=[O:11])=[CH:6][C:5]=1[C:22]1[NH:27][C:26](=[O:28])[C:25]2=[C:29]([CH3:35])[N:30]=[C:31]([CH2:32][CH2:33][CH3:34])[N:24]2[N:23]=1)[CH3:2].[ClH:36]. The catalyst is CCOCC. The product is [ClH:36].[CH2:1]([O:3][C:4]1[CH:9]=[CH:8][C:7]([S:10]([N:13]2[CH2:18][CH2:17][N:16]([CH2:19][CH2:20][OH:21])[CH2:15][CH2:14]2)(=[O:12])=[O:11])=[CH:6][C:5]=1[C:22]1[NH:27][C:26](=[O:28])[C:25]2=[C:29]([CH3:35])[N:30]=[C:31]([CH2:32][CH2:33][CH3:34])[N:24]2[N:23]=1)[CH3:2]. The yield is 1.00. (2) The reactants are [CH3:1][O:2][C:3](=[O:24])[C@@H:4]([NH:16]C(OC(C)(C)C)=O)[CH2:5][C:6]1[CH:15]=[CH:14][C:13]2[C:8](=[CH:9][CH:10]=[CH:11][CH:12]=2)[CH:7]=1.[ClH:25]. The catalyst is C(OCC)(=O)C. The product is [ClH:25].[CH3:1][O:2][C:3](=[O:24])[C@@H:4]([NH2:16])[CH2:5][C:6]1[CH:15]=[CH:14][C:13]2[C:8](=[CH:9][CH:10]=[CH:11][CH:12]=2)[CH:7]=1. The yield is 0.930. (3) The reactants are [Cl:1][C:2]1[CH:3]=[C:4]([C:10]([C:19]2[N:23](COCC[Si](C)(C)C)[C:22]([C:32]3[CH:37]=[CH:36][CH:35]=[CH:34][N:33]=3)=[N:21][C:20]=2[Cl:38])(O)[CH2:11][CH:12]2[CH2:17][CH2:16][O:15][CH2:14][CH2:13]2)[CH:5]=[CH:6][C:7]=1[S:8][CH3:9].Cl.C(=O)([O-])O.[Na+]. The catalyst is C(O)C. The product is [Cl:38][C:20]1[N:21]=[C:22]([C:32]2[CH:37]=[CH:36][CH:35]=[CH:34][N:33]=2)[NH:23][C:19]=1/[C:10](/[C:4]1[CH:5]=[CH:6][C:7]([S:8][CH3:9])=[C:2]([Cl:1])[CH:3]=1)=[CH:11]/[CH:12]1[CH2:17][CH2:16][O:15][CH2:14][CH2:13]1. The yield is 1.00. (4) The reactants are C([O:4][C:5]1[C:13]2[N:12]=[C:11]([CH3:14])[N:10]([CH2:15][C:16]3[CH:21]=[CH:20][CH:19]=[CH:18][CH:17]=3)[C:9]=2[CH:8]=[C:7]([C:22]([O:24][CH2:25][CH3:26])=[O:23])[CH:6]=1)(=O)C.C(=O)([O-])[O-].[K+].[K+]. The catalyst is C(O)C. The product is [CH2:15]([N:10]1[C:9]2[CH:8]=[C:7]([C:22]([O:24][CH2:25][CH3:26])=[O:23])[CH:6]=[C:5]([OH:4])[C:13]=2[N:12]=[C:11]1[CH3:14])[C:16]1[CH:17]=[CH:18][CH:19]=[CH:20][CH:21]=1. The yield is 0.850. (5) The reactants are [K].[CH:2]([C:5]1[CH:6]=[CH:7][C:8]2[O:12][C:11]([S:13](O)(=[O:15])=[O:14])=[C:10]([CH3:17])[C:9]=2[CH:18]=1)([CH3:4])[CH3:3].O=P(Cl)(Cl)[Cl:21]. No catalyst specified. The product is [CH:2]([C:5]1[CH:6]=[CH:7][C:8]2[O:12][C:11]([S:13]([Cl:21])(=[O:15])=[O:14])=[C:10]([CH3:17])[C:9]=2[CH:18]=1)([CH3:4])[CH3:3]. The yield is 0.330. (6) The reactants are CN(C(ON1N=NC2C=CC=NC1=2)=[N+](C)C)C.F[P-](F)(F)(F)(F)F.Cl.Cl.Cl.[Cl:28][C:29]1[N:34]=[CH:33][C:32]([C:35]2[NH:39][C:38]([C@@H:40]3[CH2:44][CH2:43][CH2:42][NH:41]3)=[N:37][CH:36]=2)=[CH:31][N:30]=1.[N:45]1[CH:50]=[CH:49][CH:48]=[C:47]([CH2:51][C:52](O)=[O:53])[CH:46]=1.CCN(C(C)C)C(C)C. The catalyst is CN(C=O)C. The product is [Cl:28][C:29]1[N:34]=[CH:33][C:32]([C:35]2[NH:39][C:38]([C@@H:40]3[CH2:44][CH2:43][CH2:42][N:41]3[C:52](=[O:53])[CH2:51][C:47]3[CH:46]=[N:45][CH:50]=[CH:49][CH:48]=3)=[N:37][CH:36]=2)=[CH:31][N:30]=1. The yield is 0.250. (7) The reactants are C1(C(C2C=CC=CC=2)=[N:8][C:9]2[C:10]([O:33][CH2:34][CH3:35])=[CH:11][CH:12]=[C:13]3[C:18]=2[CH:17]=[N:16][CH:15]=[C:14]3[CH2:19][C:20]2[CH:25]=[C:24]([O:26][CH3:27])[C:23]([O:28][CH2:29][CH3:30])=[C:22]([O:31][CH3:32])[CH:21]=2)C=CC=CC=1.[OH:42]N1C(=O)C2=CC=CC=C2C1=O.[O-][Cl:55]=O.[Na+].CC#N. The catalyst is CCOCC.O. The product is [ClH:55].[NH2:8][C:9]1[C:10]([O:33][CH2:34][CH3:35])=[CH:11][CH:12]=[C:13]2[C:18]=1[CH:17]=[N:16][CH:15]=[C:14]2[C:19]([C:20]1[CH:25]=[C:24]([O:26][CH3:27])[C:23]([O:28][CH2:29][CH3:30])=[C:22]([O:31][CH3:32])[CH:21]=1)=[O:42]. The yield is 0.470. (8) The reactants are [C:1]([N:4]1[C:13]2[C:8](=[CH:9][C:10](Br)=[CH:11][CH:12]=2)[C@H:7]([NH:15][C:16](=[O:21])[O:17][CH:18]([CH3:20])[CH3:19])[CH2:6][C@@H:5]1[CH3:22])(=[O:3])[CH3:2].CC1(C)C(C)(C)OB([C:31]2[CH:40]=[CH:39][C:34]([C:35]([O:37][CH3:38])=[O:36])=[CH:33][CH:32]=2)O1.C(=O)([O-])[O-].[K+].[K+]. The catalyst is COCCOC.O.C1(P(C2C=CC=CC=2)C2C=CC=CC=2)C=CC=CC=1.C1(P(C2C=CC=CC=2)C2C=CC=CC=2)C=CC=CC=1.C1(P(C2C=CC=CC=2)C2C=CC=CC=2)C=CC=CC=1.C1(P(C2C=CC=CC=2)C2C=CC=CC=2)C=CC=CC=1.[Pd]. The product is [C:1]([N:4]1[C:13]2[C:8](=[CH:9][C:10]([C:31]3[CH:40]=[CH:39][C:34]([C:35]([O:37][CH3:38])=[O:36])=[CH:33][CH:32]=3)=[CH:11][CH:12]=2)[C@H:7]([NH:15][C:16]([O:17][CH:18]([CH3:20])[CH3:19])=[O:21])[CH2:6][C@@H:5]1[CH3:22])(=[O:3])[CH3:2]. The yield is 0.810. (9) The reactants are [Br:1][C:2]1[CH:3]=[C:4]([N+:12]([O-:14])=[O:13])[C:5]([CH3:11])=[C:6]([CH:10]=1)[C:7]([OH:9])=[O:8].[C:15]([O-])([O-])=O.[Na+].[Na+].IC. The catalyst is CN(C=O)C.O. The product is [Br:1][C:2]1[CH:3]=[C:4]([N+:12]([O-:14])=[O:13])[C:5]([CH3:11])=[C:6]([CH:10]=1)[C:7]([O:9][CH3:15])=[O:8]. The yield is 0.610.